From a dataset of Reaction yield outcomes from USPTO patents with 853,638 reactions. Predict the reaction yield, written as a fraction of the theoretical maximum amount of product (1.0 means a 100% yield; for example, 0.34 means a 34% yield). The reactants are F[C:2]1[C:7]([C:8]2[CH:9]=[CH:10][C:11]3[O:20][CH2:19][CH2:18][C:17]4[S:16][C:15]([C:21]5[N:22]([CH:26]([CH3:28])[CH3:27])[N:23]=[CH:24][N:25]=5)=[N:14][C:13]=4[C:12]=3[CH:29]=2)=[CH:6][CH:5]=[CH:4][N:3]=1.Cl.C[O:32]CCOC. No catalyst specified. The product is [CH:26]([N:22]1[C:21]([C:15]2[S:16][C:17]3[CH2:18][CH2:19][O:20][C:11]4[CH:10]=[CH:9][C:8]([C:7]5[C:2](=[O:32])[NH:3][CH:4]=[CH:5][CH:6]=5)=[CH:29][C:12]=4[C:13]=3[N:14]=2)=[N:25][CH:24]=[N:23]1)([CH3:28])[CH3:27]. The yield is 0.890.